This data is from Forward reaction prediction with 1.9M reactions from USPTO patents (1976-2016). The task is: Predict the product of the given reaction. Given the reactants [C:1]1(=O)[CH2:5][CH2:4][CH2:3][CH2:2]1.[C:7]1([CH:13]([C:15]2[CH:20]=[CH:19][CH:18]=[CH:17][CH:16]=2)[NH2:14])[CH:12]=[CH:11][CH:10]=[CH:9][CH:8]=1.[BH-](OC(C)=O)(OC(C)=O)OC(C)=O.[Na+].C([O-])(O)=O.[Na+], predict the reaction product. The product is: [CH:13]([NH:14][CH:1]1[CH2:5][CH2:4][CH2:3][CH2:2]1)([C:15]1[CH:16]=[CH:17][CH:18]=[CH:19][CH:20]=1)[C:7]1[CH:12]=[CH:11][CH:10]=[CH:9][CH:8]=1.